From a dataset of Forward reaction prediction with 1.9M reactions from USPTO patents (1976-2016). Predict the product of the given reaction. (1) Given the reactants [CH3:1][C:2]([O:5][C:6]([N:8]1[CH2:13][CH2:12][N:11]([CH2:14][C:15]2[CH:16]=[C:17](B(O)O)[CH:18]=[CH:19][CH:20]=2)[CH2:10][CH2:9]1)=[O:7])([CH3:4])[CH3:3].Br[C:25]1[CH:26]=[C:27]([CH:30]=[CH:31][CH:32]=1)[C:28]#[N:29].C(=O)([O-])[O-].[K+].[K+], predict the reaction product. The product is: [C:28]([C:27]1[CH:26]=[C:25]([C:17]2[CH:18]=[CH:19][CH:20]=[C:15]([CH2:14][N:11]3[CH2:12][CH2:13][N:8]([C:6]([O:5][C:2]([CH3:4])([CH3:3])[CH3:1])=[O:7])[CH2:9][CH2:10]3)[CH:16]=2)[CH:32]=[CH:31][CH:30]=1)#[N:29]. (2) Given the reactants C1C2C(COC([N:18]3[CH2:22][CH2:21][CH2:20][C@H:19]3[C@H:23]([O:44][CH3:45])[C@@H:24]([CH3:43])[C:25]([NH:27][C@H:28]([C:36]([O:38][C:39]([CH3:42])([CH3:41])[CH3:40])=[O:37])[CH2:29][C:30]3[CH:35]=[CH:34][CH:33]=[CH:32][CH:31]=3)=[O:26])=O)C3C(=CC=CC=3)C=2C=CC=1.C(NCC)C, predict the reaction product. The product is: [CH3:45][O:44][C@@H:23]([C@@H:19]1[CH2:20][CH2:21][CH2:22][NH:18]1)[C@@H:24]([CH3:43])[C:25]([NH:27][C@H:28]([C:36]([O:38][C:39]([CH3:42])([CH3:41])[CH3:40])=[O:37])[CH2:29][C:30]1[CH:31]=[CH:32][CH:33]=[CH:34][CH:35]=1)=[O:26]. (3) Given the reactants [NH2:1][C:2]1[CH:6]=[C:5]([CH3:7])[N:4]([C:8]([O:10][C:11]([CH3:14])([CH3:13])[CH3:12])=[O:9])[N:3]=1.C(N(CC)CC)C.Cl.[C:23](Cl)(=[O:30])[C:24]1[CH:29]=[CH:28][CH:27]=[N:26][CH:25]=1, predict the reaction product. The product is: [CH3:7][C:5]1[N:4]([C:8]([O:10][C:11]([CH3:14])([CH3:13])[CH3:12])=[O:9])[N:3]=[C:2]([NH:1][C:23]([C:24]2[CH:25]=[N:26][CH:27]=[CH:28][CH:29]=2)=[O:30])[CH:6]=1. (4) Given the reactants [H-].[Na+].Cl.[NH2:4][C:5]([NH2:7])=[NH:6].[C:8]([O:12][C:13](=[O:33])[CH:14]1[CH2:18][CH2:17][CH2:16][N:15]1[C:19]([C:21]1[CH:30]=[C:29]2[C:24]([C:25]([Cl:32])=[CH:26][N:27]=[C:28]2Cl)=[CH:23][CH:22]=1)=[O:20])([CH3:11])([CH3:10])[CH3:9].O, predict the reaction product. The product is: [C:8]([O:12][C:13](=[O:33])[CH:14]1[CH2:18][CH2:17][CH2:16][N:15]1[C:19]([C:21]1[CH:30]=[C:29]2[C:24]([C:25]([Cl:32])=[CH:26][N:27]=[C:28]2[NH:6][C:5]([NH2:7])=[NH:4])=[CH:23][CH:22]=1)=[O:20])([CH3:11])([CH3:9])[CH3:10]. (5) Given the reactants [Cl:1][C:2]1[CH:3]=[C:4]2[C:10]([C:11]3[N:16]=[C:15]([NH:17][C@H:18]4[CH2:23][CH2:22][CH2:21][C@@:20]([CH2:25][S:26]([CH3:29])(=[O:28])=[O:27])([OH:24])[CH2:19]4)[C:14]([F:30])=[CH:13][N:12]=3)=[CH:9][N:8](S(C3C=CC(C)=CC=3)(=O)=O)[C:5]2=[N:6][CH:7]=1.C[O-].[Na+], predict the reaction product. The product is: [Cl:1][C:2]1[CH:3]=[C:4]2[C:10]([C:11]3[N:16]=[C:15]([NH:17][C@H:18]4[CH2:23][CH2:22][CH2:21][C@@:20]([CH2:25][S:26]([CH3:29])(=[O:28])=[O:27])([OH:24])[CH2:19]4)[C:14]([F:30])=[CH:13][N:12]=3)=[CH:9][NH:8][C:5]2=[N:6][CH:7]=1. (6) Given the reactants [OH:1][C:2]1[CH:7]=[CH:6][C:5]([C:8]2[N:13]=[C:12]3[NH:14][N:15]=[C:16]([CH3:17])[C:11]3=[C:10]([C:18]([N:20]3[CH2:25][CH2:24][NH:23][CH2:22][CH2:21]3)=[O:19])[CH:9]=2)=[CH:4][CH:3]=1.[CH:26]1(C2C3C(C(O)=O)=CC(C4C=CC(O)=CC=4)=NC=3NN=2)C[CH2:27]1.C1(C2NN=C(N)C=2)CC1.COC(=O)C(C)=O.OC1C=CC(C=O)=CC=1.N1(C(OC(C)(C)C)=O)CCNCC1, predict the reaction product. The product is: [CH:17]1([C:16]2[C:11]3[C:12](=[N:13][C:8]([C:5]4[CH:4]=[CH:3][C:2]([OH:1])=[CH:7][CH:6]=4)=[CH:9][C:10]=3[C:18]([N:20]3[CH2:21][CH2:22][NH:23][CH2:24][CH2:25]3)=[O:19])[NH:14][N:15]=2)[CH2:27][CH2:26]1.